This data is from Full USPTO retrosynthesis dataset with 1.9M reactions from patents (1976-2016). The task is: Predict the reactants needed to synthesize the given product. Given the product [Cl:1][C:2]1[CH:9]=[CH:8][C:5]([CH:6]=[C:21]([N+:18]([O-:20])=[O:19])[CH2:22][CH3:23])=[CH:4][C:3]=1[O:10][CH2:11][CH3:12], predict the reactants needed to synthesize it. The reactants are: [Cl:1][C:2]1[CH:9]=[CH:8][C:5]([CH:6]=O)=[CH:4][C:3]=1[O:10][CH2:11][CH3:12].C([O-])(=O)C.[NH4+].[N+:18]([CH2:21][CH2:22][CH3:23])([O-:20])=[O:19].